This data is from NCI-60 drug combinations with 297,098 pairs across 59 cell lines. The task is: Regression. Given two drug SMILES strings and cell line genomic features, predict the synergy score measuring deviation from expected non-interaction effect. (1) Synergy scores: CSS=40.5, Synergy_ZIP=-7.07, Synergy_Bliss=-5.60, Synergy_Loewe=-20.1, Synergy_HSA=-2.97. Drug 1: C1CC(=O)NC(=O)C1N2CC3=C(C2=O)C=CC=C3N. Cell line: OVCAR-5. Drug 2: COC1=C(C=C2C(=C1)N=CN=C2NC3=CC(=C(C=C3)F)Cl)OCCCN4CCOCC4. (2) Drug 1: CC(CN1CC(=O)NC(=O)C1)N2CC(=O)NC(=O)C2. Drug 2: CC1=C(C(CCC1)(C)C)C=CC(=CC=CC(=CC(=O)O)C)C. Cell line: SR. Synergy scores: CSS=42.2, Synergy_ZIP=1.21, Synergy_Bliss=-7.09, Synergy_Loewe=-11.2, Synergy_HSA=-8.74. (3) Drug 1: CCC1=CC2CC(C3=C(CN(C2)C1)C4=CC=CC=C4N3)(C5=C(C=C6C(=C5)C78CCN9C7C(C=CC9)(C(C(C8N6C)(C(=O)OC)O)OC(=O)C)CC)OC)C(=O)OC.C(C(C(=O)O)O)(C(=O)O)O. Drug 2: C1CCC(C(C1)N)N.C(=O)(C(=O)[O-])[O-].[Pt+4]. Cell line: IGROV1. Synergy scores: CSS=51.5, Synergy_ZIP=-0.940, Synergy_Bliss=3.07, Synergy_Loewe=3.10, Synergy_HSA=6.41. (4) Drug 1: CCCCCOC(=O)NC1=NC(=O)N(C=C1F)C2C(C(C(O2)C)O)O. Drug 2: CC1=C(N=C(N=C1N)C(CC(=O)N)NCC(C(=O)N)N)C(=O)NC(C(C2=CN=CN2)OC3C(C(C(C(O3)CO)O)O)OC4C(C(C(C(O4)CO)O)OC(=O)N)O)C(=O)NC(C)C(C(C)C(=O)NC(C(C)O)C(=O)NCCC5=NC(=CS5)C6=NC(=CS6)C(=O)NCCC[S+](C)C)O. Cell line: PC-3. Synergy scores: CSS=8.38, Synergy_ZIP=-2.55, Synergy_Bliss=-0.657, Synergy_Loewe=-6.76, Synergy_HSA=-0.835. (5) Drug 1: C1=NC2=C(N=C(N=C2N1C3C(C(C(O3)CO)O)O)F)N. Drug 2: CC1=C(C(=O)C2=C(C1=O)N3CC4C(C3(C2COC(=O)N)OC)N4)N. Cell line: SNB-19. Synergy scores: CSS=37.6, Synergy_ZIP=-5.31, Synergy_Bliss=-4.20, Synergy_Loewe=-10.4, Synergy_HSA=-1.49. (6) Drug 1: CCC1=C2CN3C(=CC4=C(C3=O)COC(=O)C4(CC)O)C2=NC5=C1C=C(C=C5)O. Drug 2: C1CCC(C(C1)N)N.C(=O)(C(=O)[O-])[O-].[Pt+4]. Cell line: SR. Synergy scores: CSS=74.4, Synergy_ZIP=-2.31, Synergy_Bliss=-1.90, Synergy_Loewe=-0.816, Synergy_HSA=2.60.